This data is from Forward reaction prediction with 1.9M reactions from USPTO patents (1976-2016). The task is: Predict the product of the given reaction. (1) Given the reactants [OH:1][C:2]1[CH:3]=[C:4]([O:15][C:16]2[CH:17]=[N:18][C:19]([S:22]([CH3:25])(=[O:24])=[O:23])=[CH:20][CH:21]=2)[CH:5]=[C:6]2[C:10]=1[NH:9][C:8]([C:11]([O:13][CH3:14])=[O:12])=[CH:7]2.C(=O)([O-])[O-].[K+].[K+].O1CC[CH2:34][CH2:33]1.C(I)C, predict the reaction product. The product is: [CH2:33]([O:1][C:2]1[CH:3]=[C:4]([O:15][C:16]2[CH:17]=[N:18][C:19]([S:22]([CH3:25])(=[O:24])=[O:23])=[CH:20][CH:21]=2)[CH:5]=[C:6]2[C:10]=1[NH:9][C:8]([C:11]([O:13][CH3:14])=[O:12])=[CH:7]2)[CH3:34]. (2) Given the reactants [CH3:13][CH:12]([O:11][C:9](/[N:8]=[N:8]/[C:9]([O:11][CH:12]([CH3:14])[CH3:13])=[O:10])=[O:10])[CH3:14].[N+]([C:18]1C=CC=CC=1O)([O-])=O.Cl.N1[CH2:31][CH2:30][CH2:29][CH2:28][CH:27]1[CH2:32][CH2:33][CH2:34][C:35]([O:37][CH3:38])=[O:36].C1C=CC(P(C2C=CC=CC=2)C2C=CC=CC=2)=CC=1, predict the reaction product. The product is: [C:12]([O:11][C:9]([N:8]1[CH2:31][CH2:30][CH2:29][CH2:28][CH:27]1[CH2:32][CH2:33][CH2:34][C:35]([O:37][CH3:38])=[O:36])=[O:10])([CH3:13])([CH3:14])[CH3:18]. (3) The product is: [F:17][C:11]1[CH:10]=[C:9]([OH:8])[CH:16]=[CH:15][C:12]=1[C:13](=[O:18])[CH2:20][CH3:21]. Given the reactants [Si]([O:8][C:9]1[CH:16]=[CH:15][C:12]([C:13]#N)=[C:11]([F:17])[CH:10]=1)(C(C)(C)C)(C)C.[OH2:18].Cl.[CH2:20](OCC)[CH3:21], predict the reaction product. (4) Given the reactants [F:1][C:2]([F:15])([C:8]1[CH:9]=[N:10][C:11]([CH3:14])=[CH:12][CH:13]=1)[C:3]([O:5]CC)=[O:4].[OH-].[K+].[ClH:18], predict the reaction product. The product is: [ClH:18].[F:15][C:2]([F:1])([C:8]1[CH:9]=[N:10][C:11]([CH3:14])=[CH:12][CH:13]=1)[C:3]([OH:5])=[O:4]. (5) Given the reactants [CH2:1]([O:8][C:9](=[O:24])[C@@H:10]([CH2:19][CH2:20][C:21]([OH:23])=O)[NH:11][C:12]([O:14][C:15]([CH3:18])([CH3:17])[CH3:16])=[O:13])[C:2]1[CH:7]=[CH:6][CH:5]=[CH:4][CH:3]=1.CCN=C=NCCCN(C)C.Cl.C1C=CC2N(O)N=NC=2C=1.[C:47]1([NH:53][C:54]2[CH:59]=[CH:58][CH:57]=[CH:56][C:55]=2[NH2:60])[CH:52]=[CH:51][CH:50]=[CH:49][CH:48]=1, predict the reaction product. The product is: [CH2:1]([O:8][C:9](=[O:24])[C@@H:10]([NH:11][C:12]([O:14][C:15]([CH3:16])([CH3:17])[CH3:18])=[O:13])[CH2:19][CH2:20][C:21](=[O:23])[NH:60][C:55]1[CH:56]=[CH:57][CH:58]=[CH:59][C:54]=1[NH:53][C:47]1[CH:48]=[CH:49][CH:50]=[CH:51][CH:52]=1)[C:2]1[CH:3]=[CH:4][CH:5]=[CH:6][CH:7]=1. (6) Given the reactants [N:1]([C@H:4]1[CH2:9][CH2:8][C@H:7]([C:10]([O:12][CH2:13][CH3:14])=[O:11])[CH2:6][C@H:5]1[NH:15][C:16]([O:18][C:19]([CH3:22])([CH3:21])[CH3:20])=[O:17])=[N+]=[N-].[H][H], predict the reaction product. The product is: [C:19]([O:18][C:16]([NH:15][C@@H:5]1[CH2:6][C@@H:7]([C:10]([O:12][CH2:13][CH3:14])=[O:11])[CH2:8][CH2:9][C@@H:4]1[NH2:1])=[O:17])([CH3:22])([CH3:21])[CH3:20]. (7) Given the reactants C(OC(=O)[NH:7][C:8]1[CH:13]=[C:12]([Cl:14])[C:11]([C:15]([F:18])([F:17])[F:16])=[CH:10][C:9]=1[NH:19][C:20](=[O:37])[CH2:21][C:22]([C:24]1[CH:29]=[CH:28][CH:27]=[C:26]([C:30]2[CH:35]=[CH:34][N:33]=[C:32]([CH3:36])[CH:31]=2)[CH:25]=1)=O)(C)(C)C.C(O)(C(F)(F)F)=O, predict the reaction product. The product is: [Cl:14][C:12]1[C:11]([C:15]([F:18])([F:17])[F:16])=[CH:10][C:9]2[NH:19][C:20](=[O:37])[CH2:21][C:22]([C:24]3[CH:29]=[CH:28][CH:27]=[C:26]([C:30]4[CH:35]=[CH:34][N:33]=[C:32]([CH3:36])[CH:31]=4)[CH:25]=3)=[N:7][C:8]=2[CH:13]=1. (8) Given the reactants [H-].[Al+3].[Li+].[H-].[H-].[H-].[F:7][C:8]([F:25])([F:24])[CH2:9][NH:10][C:11]1[S:12][CH:13]=[C:14]([C:16]2[CH:23]=[CH:22][C:19]([C:20]#[N:21])=[CH:18][CH:17]=2)[N:15]=1, predict the reaction product. The product is: [F:25][C:8]([F:7])([F:24])[CH2:9][NH:10][C:11]1[S:12][CH:13]=[C:14]([C:16]2[CH:17]=[CH:18][C:19]([CH2:20][NH2:21])=[CH:22][CH:23]=2)[N:15]=1. (9) Given the reactants BrC1C=CC2OC3C(=O)NC(C4CCN(C(OC(C)(C)C)=O)CC4)=NC=3C=2C=1.[C:29]([C:32]1[O:33][C:34]2[CH:56]=[CH:55][C:54]([Cl:57])=[CH:53][C:35]=2[C:36]=1[NH:37][C:38]([C@@H:40]1[CH2:44][C@@H:43]([F:45])[CH2:42][N:41]1[C:46]([O:48][C:49]([CH3:52])([CH3:51])[CH3:50])=[O:47])=O)(=[O:31])[NH2:30].BrC1C=CC2OC(C(=O)N)=C(NC(C3CCN(C(OC(C)(C)C)=O)CC3)=O)C=2C=1, predict the reaction product. The product is: [Cl:57][C:54]1[CH:55]=[CH:56][C:34]2[O:33][C:32]3[C:29](=[O:31])[NH:30][C:38]([C@@H:40]4[CH2:44][C@@H:43]([F:45])[CH2:42][N:41]4[C:46]([O:48][C:49]([CH3:51])([CH3:52])[CH3:50])=[O:47])=[N:37][C:36]=3[C:35]=2[CH:53]=1. (10) Given the reactants [Br:1][C:2]1[C:3]([S:14]C(C)(C)C)=[C:4]([CH:8]=[C:9]([N+:11]([O-:13])=[O:12])[CH:10]=1)[CH:5]=[N:6]O.C1(C)C=CC(S(O)(=O)=O)=CC=1, predict the reaction product. The product is: [Br:1][C:2]1[C:3]2[S:14][N:6]=[CH:5][C:4]=2[CH:8]=[C:9]([N+:11]([O-:13])=[O:12])[CH:10]=1.